This data is from Reaction yield outcomes from USPTO patents with 853,638 reactions. The task is: Predict the reaction yield, written as a fraction of the theoretical maximum amount of product (1.0 means a 100% yield; for example, 0.34 means a 34% yield). (1) The reactants are Br[C:2]1[CH:11]=[N:10][CH:9]=[C:8]2[C:3]=1[CH:4]=[C:5]([C:12]([NH:14][CH2:15][C:16]([F:19])([F:18])[F:17])=[O:13])[CH:6]=[N:7]2.[F:20][C:21]1[CH:26]=[CH:25][CH:24]=[CH:23][C:22]=1B(O)O.C(=O)([O-])[O-].[Cs+].[Cs+]. The catalyst is O1CCOCC1.O.C1(P([C-]2C=CC=C2)C2C=CC=CC=2)C=CC=CC=1.[C-]1(P(C2C=CC=CC=2)C2C=CC=CC=2)C=CC=C1.[Fe+2].[Pd](Cl)Cl. The product is [F:20][C:21]1[CH:26]=[CH:25][CH:24]=[CH:23][C:22]=1[C:2]1[CH:11]=[N:10][CH:9]=[C:8]2[C:3]=1[CH:4]=[C:5]([C:12]([NH:14][CH2:15][C:16]([F:19])([F:18])[F:17])=[O:13])[CH:6]=[N:7]2. The yield is 0.970. (2) The reactants are [S:1]1[CH:5]=[CH:4][C:3]2[CH:6]=[C:7]([CH:10]3[C:19]4[C:14](=[CH:15][CH:16]=[CH:17][CH:18]=4)[CH2:13][NH:12][CH2:11]3)[CH:8]=[CH:9][C:2]1=2.C([O:22][C:23]1([O:26][Si](C)(C)C)[CH2:25][CH2:24]1)C.[C:31]([OH:34])(=[O:33])C.C([BH3-])#N.[Na+]. The catalyst is O. The product is [C:23]([OH:22])(=[O:26])/[CH:25]=[CH:24]/[C:31]([OH:34])=[O:33].[S:1]1[CH:5]=[CH:4][C:3]2[CH:6]=[C:7]([CH:10]3[C:19]4[C:14](=[CH:15][CH:16]=[CH:17][CH:18]=4)[CH2:13][N:12]([CH:23]4[CH2:25][CH2:24]4)[CH2:11]3)[CH:8]=[CH:9][C:2]1=2. The yield is 0.300. (3) The reactants are [Cl:1][C:2]1[CH:7]=[CH:6][C:5]([C:8]2[CH:13]=[CH:12][CH:11]=[CH:10][C:9]=2[C@H:14]([OH:30])[CH:15]2[CH2:20][CH2:19][N:18]([C:21]3[CH:29]=[CH:28][C:24]([C:25](O)=[O:26])=[CH:23][CH:22]=3)[CH2:17][CH2:16]2)=[CH:4][CH:3]=1.[P:31]([O:43][CH2:44][CH2:45][N:46]([CH3:76])[CH2:47][CH2:48][C@@H:49]([NH:58][C:59]1[CH:64]=[CH:63][C:62]([S:65](=[O:68])(=[O:67])[NH2:66])=[CH:61][C:60]=1[S:69]([C:72]([F:75])([F:74])[F:73])(=[O:71])=[O:70])[CH2:50][S:51][C:52]1[CH:57]=[CH:56][CH:55]=[CH:54][CH:53]=1)([O:38][C:39]([CH3:42])([CH3:41])[CH3:40])([O:33][C:34]([CH3:37])([CH3:36])[CH3:35])=[O:32]. No catalyst specified. The product is [P:31]([O:43][CH2:44][CH2:45][N:46]([CH2:47][CH2:48][C@@H:49]([NH:58][C:59]1[CH:64]=[CH:63][C:62]([S:65](=[O:68])(=[O:67])[NH:66][C:25](=[O:26])[C:24]2[CH:28]=[CH:29][C:21]([N:18]3[CH2:19][CH2:20][CH:15]([C@H:14]([C:9]4[CH:10]=[CH:11][CH:12]=[CH:13][C:8]=4[C:5]4[CH:4]=[CH:3][C:2]([Cl:1])=[CH:7][CH:6]=4)[OH:30])[CH2:16][CH2:17]3)=[CH:22][CH:23]=2)=[CH:61][C:60]=1[S:69]([C:72]([F:74])([F:75])[F:73])(=[O:71])=[O:70])[CH2:50][S:51][C:52]1[CH:57]=[CH:56][CH:55]=[CH:54][CH:53]=1)[CH3:76])([O:33][C:34]([CH3:35])([CH3:37])[CH3:36])([O:38][C:39]([CH3:42])([CH3:41])[CH3:40])=[O:32]. The yield is 0.600. (4) The reactants are [F:1][C:2]1[CH:7]=[CH:6][CH:5]=[C:4]([F:8])[C:3]=1[N:9]1[C:14]2[N:15]=[C:16]([S:29][CH3:30])[N:17]=[C:18]([C:19]3[CH:20]=[C:21]([CH:25]=[CH:26][C:27]=3[CH3:28])[C:22](O)=[O:23])[C:13]=2[CH:12]=[CH:11][C:10]1=[O:31].[F:32][C:33]1[CH:39]=[CH:38][C:36]([NH2:37])=[CH:35][CH:34]=1. The catalyst is C(Cl)CCl. The product is [F:8][C:4]1[CH:5]=[CH:6][CH:7]=[C:2]([F:1])[C:3]=1[N:9]1[C:14]2[N:15]=[C:16]([S:29][CH3:30])[N:17]=[C:18]([C:19]3[CH:20]=[C:21]([CH:25]=[CH:26][C:27]=3[CH3:28])[C:22]([NH:37][C:36]3[CH:38]=[CH:39][C:33]([F:32])=[CH:34][CH:35]=3)=[O:23])[C:13]=2[CH:12]=[CH:11][C:10]1=[O:31]. The yield is 0.340. (5) The reactants are [CH2:1]([O:3][C:4](=[O:18])[C:5]1[CH:15]=[C:14]([CH2:16][OH:17])[CH:13]=[C:7]([C:8]([O:10]CC)=[O:9])[CH:6]=1)[CH3:2].[OH-].[Na+]. The catalyst is CC(C)=O.C(O)C. The product is [CH2:1]([O:3][C:4](=[O:18])[C:5]1[CH:15]=[C:14]([CH2:16][OH:17])[CH:13]=[C:7]([C:8]([OH:10])=[O:9])[CH:6]=1)[CH3:2]. The yield is 0.430. (6) The reactants are [CH3:1][N:2]([CH3:18])[CH:3]([C:5]1[N:14]=[C:13](O)[C:12]2[CH2:11][C:10]([CH3:17])([CH3:16])[CH2:9][CH2:8][C:7]=2[N:6]=1)[CH3:4].C(Cl)(Cl)[Cl:20]. The catalyst is P(Cl)(Cl)(Cl)=O. The product is [Cl:20][C:13]1[C:12]2[CH2:11][C:10]([CH3:17])([CH3:16])[CH2:9][CH2:8][C:7]=2[N:6]=[C:5]([CH:3]([N:2]([CH3:18])[CH3:1])[CH3:4])[N:14]=1. The yield is 0.850. (7) The reactants are [OH:1][C:2]([C:12]1[CH:17]=[CH:16][C:15]([N:18]([CH2:22][C:23]2[CH:28]=[CH:27][CH:26]=[CH:25][CH:24]=2)[CH2:19][C:20]#[N:21])=[CH:14][CH:13]=1)([CH3:11])[CH2:3][NH:4][S:5]([CH:8]([CH3:10])[CH3:9])(=[O:7])=[O:6].[H-].[Al+3].[Li+].[H-].[H-].[H-].O.[OH-].[Na+]. The catalyst is C1COCC1. The product is [NH2:21][CH2:20][CH2:19][N:18]([CH2:22][C:23]1[CH:24]=[CH:25][CH:26]=[CH:27][CH:28]=1)[C:15]1[CH:14]=[CH:13][C:12]([C:2]([OH:1])([CH3:11])[CH2:3][NH:4][S:5]([CH:8]([CH3:9])[CH3:10])(=[O:7])=[O:6])=[CH:17][CH:16]=1. The yield is 0.130. (8) The yield is 0.740. The catalyst is O1CCCC1. The product is [Cl:1][C:2]1[CH:7]=[CH:6][CH:5]=[CH:4][C:3]=1[N:8]1[C:12]([S:13][C:14]2[CH:19]=[CH:18][CH:17]=[C:16]([CH3:20])[N:15]=2)=[CH:11][C:10]([CH:21]=[O:22])=[N:9]1. The reactants are [Cl:1][C:2]1[CH:7]=[CH:6][CH:5]=[CH:4][C:3]=1[N:8]1[C:12]([S:13][C:14]2[CH:19]=[CH:18][CH:17]=[C:16]([CH3:20])[N:15]=2)=[CH:11][C:10]([C:21](OCC)=[O:22])=[N:9]1.[H-].C([Al+]CC(C)C)C(C)C.C1(C)C=CC=CC=1.[OH-].[Na+]. (9) The reactants are [NH2:1][C:2]1[O:6][C:5]([C:7]2[CH:8]=[C:9]([OH:14])[CH:10]=[C:11](Br)[CH:12]=2)=[N:4][N:3]=1.[B:15]1([B:15]2[O:19][C:18]([CH3:21])([CH3:20])[C:17]([CH3:23])([CH3:22])[O:16]2)[O:19][C:18]([CH3:21])([CH3:20])[C:17]([CH3:23])([CH3:22])[O:16]1.C([O-])(=O)C.[K+]. The catalyst is O1CCOCC1. The product is [NH2:1][C:2]1[O:6][C:5]([C:7]2[CH:8]=[C:9]([OH:14])[CH:10]=[C:11]([B:15]3[O:19][C:18]([CH3:21])([CH3:20])[C:17]([CH3:23])([CH3:22])[O:16]3)[CH:12]=2)=[N:4][N:3]=1. The yield is 0.850.